The task is: Predict the reactants needed to synthesize the given product.. This data is from Full USPTO retrosynthesis dataset with 1.9M reactions from patents (1976-2016). Given the product [CH3:1][S:2]([C:5]1[CH:6]=[C:7]([CH:11]=[CH:12][CH:13]=1)[C:8]([O:10][CH3:19])=[O:9])(=[O:3])=[O:4], predict the reactants needed to synthesize it. The reactants are: [CH3:1][S:2]([C:5]1[CH:6]=[C:7]([CH:11]=[CH:12][CH:13]=1)[C:8]([OH:10])=[O:9])(=[O:4])=[O:3].S(=O)(=O)(O)O.[CH3:19]O.